Task: Regression. Given a peptide amino acid sequence and an MHC pseudo amino acid sequence, predict their binding affinity value. This is MHC class II binding data.. Dataset: Peptide-MHC class II binding affinity with 134,281 pairs from IEDB (1) The peptide sequence is GLAYKFVVPGAATPY. The MHC is DRB1_0301 with pseudo-sequence DRB1_0301. The binding affinity (normalized) is 0. (2) The peptide sequence is GVIYIMIISKKMMRK. The MHC is DRB1_0101 with pseudo-sequence DRB1_0101. The binding affinity (normalized) is 0.787. (3) The peptide sequence is EKKYFAATQFEPLDA. The MHC is HLA-DQA10501-DQB10301 with pseudo-sequence HLA-DQA10501-DQB10301. The binding affinity (normalized) is 0.226. (4) The peptide sequence is KFGVAKKANVYAVKV. The MHC is DRB1_0802 with pseudo-sequence DRB1_0802. The binding affinity (normalized) is 0.911. (5) The peptide sequence is PKIFFRPTTITANVS. The MHC is H-2-IAb with pseudo-sequence H-2-IAb. The binding affinity (normalized) is 0.728.